The task is: Predict which catalyst facilitates the given reaction.. This data is from Catalyst prediction with 721,799 reactions and 888 catalyst types from USPTO. (1) Reactant: Br[C:2]1[CH:3]=[C:4]2[C:9](=[CH:10][CH:11]=1)[C:8](=[O:12])[O:7][CH2:6][CH2:5]2.[B-](F)(F)(F)[CH:14]=[CH2:15].[K+].ClCCl.C(N(CC)CC)C. Product: [CH:14]([C:2]1[CH:3]=[C:4]2[C:9](=[CH:10][CH:11]=1)[C:8](=[O:12])[O:7][CH2:6][CH2:5]2)=[CH2:15]. The catalyst class is: 8. (2) Reactant: [Br:1][C:2]1[CH:3]=[C:4]2[C:8](=[CH:9][CH:10]=1)[NH:7][CH:6]=[C:5]2[C:11]([C@H:13]1[CH2:17][CH2:16][CH2:15][N:14]1[C:18](OCC1C=CC=CC=1)=O)=O.[H-].[H-].[H-].[H-].[Li+].[Al+3].O.[OH-].[Na+]. Product: [Br:1][C:2]1[CH:3]=[C:4]2[C:8](=[CH:9][CH:10]=1)[NH:7][CH:6]=[C:5]2[CH2:11][C@H:13]1[CH2:17][CH2:16][CH2:15][N:14]1[CH3:18]. The catalyst class is: 1. (3) Reactant: [F:1][C:2]1[CH:11]=[C:10]2[C:5]([N:6]=[CH:7][C:8](=[O:33])[N:9]2[CH2:12][CH2:13][N:14]2[CH2:19][CH2:18][CH:17]([NH:20][CH2:21][C:22]3[CH:23]=[CH:24][C:25]4[S:26][CH2:27][C:28](=[O:32])[NH:29][C:30]=4[N:31]=3)[CH2:16][CH2:15]2)=[CH:4][CH:3]=1.[ClH:34].C(OCC)(=O)C. Product: [ClH:34].[F:1][C:2]1[CH:11]=[C:10]2[C:5]([N:6]=[CH:7][C:8](=[O:33])[N:9]2[CH2:12][CH2:13][N:14]2[CH2:15][CH2:16][CH:17]([NH:20][CH2:21][C:22]3[CH:23]=[CH:24][C:25]4[S:26][CH2:27][C:28](=[O:32])[NH:29][C:30]=4[N:31]=3)[CH2:18][CH2:19]2)=[CH:4][CH:3]=1. The catalyst class is: 22. (4) The catalyst class is: 9. Product: [F:37][C:35]([F:36])([F:38])[C:32]1[CH:33]=[CH:34][C:29]([O:28][C:25]2[CH:26]=[CH:27][C:22]([O:21][C:19]([N:15]3[CH2:16][CH2:17][CH:12]([N:4]([CH:1]4[CH2:2][CH2:3]4)[CH2:5][C:6]4[CH:7]=[N:8][CH:9]=[CH:10][CH:11]=4)[CH2:13][CH2:14]3)=[O:20])=[CH:23][CH:24]=2)=[N:30][CH:31]=1. Reactant: [CH:1]1([N:4]([CH:12]2[CH2:17][CH2:16][NH:15][CH2:14][CH2:13]2)[CH2:5][C:6]2[CH:7]=[N:8][CH:9]=[CH:10][CH:11]=2)[CH2:3][CH2:2]1.Cl[C:19]([O:21][C:22]1[CH:27]=[CH:26][C:25]([O:28][C:29]2[CH:34]=[CH:33][C:32]([C:35]([F:38])([F:37])[F:36])=[CH:31][N:30]=2)=[CH:24][CH:23]=1)=[O:20].C(NC(C)C)(C)C. (5) The catalyst class is: 5. Reactant: [NH2:1][C:2]1[S:3][C:4]([C:11]2[CH:16]=[CH:15][CH:14]=[CH:13][CH:12]=2)=[CH:5][C:6]=1[C:7]([O:9]C)=[O:8].[OH-].[Na+].O. Product: [NH2:1][C:2]1[S:3][C:4]([C:11]2[CH:12]=[CH:13][CH:14]=[CH:15][CH:16]=2)=[CH:5][C:6]=1[C:7]([OH:9])=[O:8]. (6) Reactant: C[O:2][C:3]([C:5]1[C:14]2[C:9](=[CH:10][CH:11]=[CH:12][CH:13]=2)[N:8]=[C:7]2[S:15][CH:16]=[CH:17][C:6]=12)=[O:4].[OH-].[Na+].Cl. Product: [S:15]1[C:7]2=[N:8][C:9]3[C:14]([C:5]([C:3]([OH:4])=[O:2])=[C:6]2[CH:17]=[CH:16]1)=[CH:13][CH:12]=[CH:11][CH:10]=3. The catalyst class is: 8. (7) Reactant: [O:1]1[C:6]2[CH:7]=[C:8]([NH:11][C:12]([C:14]3[C:15]([C:20]4[CH:25]=[CH:24][C:23]([C:26]([F:29])([F:28])[F:27])=[CH:22][CH:21]=4)=[CH:16][CH:17]=[CH:18][CH:19]=3)=[O:13])[CH:9]=[CH:10][C:5]=2[NH:4][CH2:3][CH2:2]1.[N:30]1[CH:35]=[CH:34][CH:33]=[CH:32][C:31]=1[CH:36]=O.C(O[BH-](OC(=O)C)OC(=O)C)(=O)C.[Na+].C(=O)([O-])[O-].[K+].[K+]. Product: [N:30]1[CH:35]=[CH:34][CH:33]=[CH:32][C:31]=1[CH2:36][N:4]1[C:5]2[CH:10]=[CH:9][C:8]([NH:11][C:12]([C:14]3[C:15]([C:20]4[CH:25]=[CH:24][C:23]([C:26]([F:27])([F:29])[F:28])=[CH:22][CH:21]=4)=[CH:16][CH:17]=[CH:18][CH:19]=3)=[O:13])=[CH:7][C:6]=2[O:1][CH2:2][CH2:3]1. The catalyst class is: 46. (8) Reactant: C[Si]([N-][Si](C)(C)C)(C)C.[Li+].[CH2:11]1[CH2:20][C:18](=[O:19])[C:14]2[CH:15]=[CH:16][S:17][C:13]=2[CH2:12]1.[Si:21](Cl)([C:24]([CH3:27])([CH3:26])[CH3:25])([CH3:23])[CH3:22].[NH4+].[Cl-]. Product: [C:24]([Si:21]([O:19][C:18]1[C:14]2[CH:15]=[CH:16][S:17][C:13]=2[CH2:12][CH2:11][CH:20]=1)([CH3:23])[CH3:22])([CH3:27])([CH3:26])[CH3:25]. The catalyst class is: 1. (9) Reactant: [NH2:1][C:2]1[CH:7]=[CH:6][CH:5]=[CH:4][C:3]=1[OH:8].C(N(CC)CC)C.O1CCCC1.[I:21][C:22]1[CH:30]=[CH:29][C:25]([C:26](Cl)=[O:27])=[CH:24][CH:23]=1. Product: [I:21][C:22]1[CH:30]=[CH:29][C:25]([C:26]([NH:1][C:2]2[CH:7]=[CH:6][CH:5]=[CH:4][C:3]=2[OH:8])=[O:27])=[CH:24][CH:23]=1. The catalyst class is: 6.